From a dataset of Experimentally validated miRNA-target interactions with 360,000+ pairs, plus equal number of negative samples. Binary Classification. Given a miRNA mature sequence and a target amino acid sequence, predict their likelihood of interaction. (1) The miRNA is hsa-miR-548f-5p with sequence UGCAAAAGUAAUCACAGUUUUU. The protein sequence of the target gene is MDEEENHYVSQLREVYSSCDTTGTGFLDRQELTQLCLKLHLEQQLPVLLQTLLGNDHFARVNFEEFKEGFVAVLSSNAGVRPSDEDSSSLESAASSAIPPKYVNGSKWYGRRSRPELCDAATEARRVPEQQTQASLKSHLWRSASLESVESPKSDEEAESTKEAQNELFEAQGQLQTWDSEDFGSPQKSCSPSFDTPESQIRGVWEELGVGSSGHLSEQELAVVCQSVGLQGLEKEELEDLFNKLDQDGDGKVSLEEFQLGLFSHEPALLLESSTRVKPSKAWSHYQVPEESGCHTTTTS.... Result: 0 (no interaction). (2) The miRNA is cel-miR-81-3p with sequence UGAGAUCAUCGUGAAAGCUAGU. The protein sequence of the target gene is MSAQTASGPTEDQVEILEYNFNKVNKHPDPTTLCLIAAEAGLTEEQTQKWFKQRLAEWRRSEGLPSECRSVTD. Result: 0 (no interaction). (3) The miRNA is hsa-miR-512-5p with sequence CACUCAGCCUUGAGGGCACUUUC. The protein sequence of the target gene is MSKKKGLSAEEKRTRMMEIFSETKDVFQLKDLEKIAPKEKGITAMSVKEVLQSLVDDGMVDCERIGTSNYYWAFPSKALHARKHKLEVLESQLSEGSQKHASLQKSIEKAKIGRCETEERTRLAKELSSLRDQREQLKAEVEKYKDCDPQVVEEIRQANKVAKEAANRWTDNIFAIKSWAKRKFGFEENKIDRTFGIPEDFDYID. Result: 0 (no interaction). (4) The miRNA is hsa-miR-6825-3p with sequence GCGCUGACCCGCCUUCUCCGCA. The protein sequence of the target gene is MSGIGNKRAAGEPGTSMPPEKKAAVEDSGTTVETIKLGGVSSTEELDIRTLQTKNRKLAEMLDQRQAIEDELREHIEKLERRQATDDASLLIVNRYWSQFDENIRIILKRYDLEQGLGDLLTERKALVVPEPEPDSDSNQERKDDRERGEGQEPAFSFLATLASSSSEEMESQLQERVESSRRAVSQIVTVYDKLQEKVELLSRKLNSGDNLIVEEAVQELNSFLAQENMRLQELTDLLQEKHRTMSQEFSKLQSKVETAESRVSVLESMIDDLQWDIDKIRKREQRLNRHLAEVLERVN.... Result: 0 (no interaction). (5) The miRNA is hsa-miR-6856-5p with sequence AAGAGAGGAGCAGUGGUGCUGUGG. The protein sequence of the target gene is MWDLALIFLAAACVFSLGVTLWVICSHFFTVHIPAAVGHPVKLRVLHCIFQLLLTWGMIFEKLRICSMPQFFCFMQDLPPLKYDPDVVVTDFRFGTIPVKLYQPKASTCTLKPGIVYYHGGGGVMGSLKTHHGICSRLCKESDSVVLAVGYRKLPKHKFPVPVRDCLVATIHFLKSLDAYGVDPARVVVCGDSFGGAIAAVVCQQLVDRPDLPRIRAQILIYAILQALDLQTPSFQQRKNIPLLTWSFICYFFFQNLDFSSSWQEVIMKGAHLPAEVWEKYRKWLGPENIPERFKERGYQ.... Result: 0 (no interaction). (6) Result: 0 (no interaction). The miRNA is hsa-miR-505-3p with sequence CGUCAACACUUGCUGGUUUCCU. The protein sequence of the target gene is MQAACWYVLLLLQPTVYLVTCANLTNGGKSELLKSGSSKSTLKHIWTESSKDLSISRLLSQTFRGKENDTDLDLRYDTPEPYSEQDLWDWLRNSTDLQEPRPRAKRRPIVKTGKFKKMFGWGDFHSNIKTVKLNLLITGKIVDHGNGTFSVYFRHNSTGQGNVSVSLVPPTKIVEFDLAQQTVIDAKDSKSFNCRIEYEKVDKATKNTLCNYDPSKTCYQEQTQSHVSWLCSKPFKVICIYISFYSTDYKLVQKVCPDYNYHSDTPYFPSG.